Task: Predict the product of the given reaction.. Dataset: Forward reaction prediction with 1.9M reactions from USPTO patents (1976-2016) (1) Given the reactants CO[C:3](=[O:12])[C:4]1[CH:9]=[C:8]([Cl:10])[CH:7]=[CH:6][C:5]=1[OH:11].[CH:13]1([Mg]Cl)[CH2:18][CH2:17][CH2:16][CH2:15][CH2:14]1.[NH4+].[Cl-], predict the reaction product. The product is: [Cl:10][C:8]1[CH:7]=[CH:6][C:5]([OH:11])=[C:4]([C:3]([CH:4]2[CH2:9][CH2:8][CH2:7][CH2:6][CH2:5]2)([CH:13]2[CH2:18][CH2:17][CH2:16][CH2:15][CH2:14]2)[OH:12])[CH:9]=1. (2) Given the reactants [F:1][C:2]([F:22])([F:21])[C:3]([NH:5][C:6]1[CH:11]=[CH:10][C:9]([CH2:12][P:13](=[O:20])([O:17][CH2:18][CH3:19])[O:14][CH2:15][CH3:16])=[CH:8][CH:7]=1)=[O:4].C1C(=O)N([Br:30])C(=O)C1.O, predict the reaction product. The product is: [F:22][C:2]([F:1])([F:21])[C:3]([NH:5][C:6]1[CH:11]=[CH:10][C:9]([CH:12]([P:13](=[O:20])([O:14][CH2:15][CH3:16])[O:17][CH2:18][CH3:19])[Br:30])=[CH:8][CH:7]=1)=[O:4]. (3) Given the reactants [CH3:1][NH2:2].[CH2:3]([O:5][C:6](=[O:19])[C:7]1[CH:12]=[C:11]([N+:13]([O-:15])=[O:14])[CH:10]=[C:9]([C:16](Cl)=[O:17])[CH:8]=1)[CH3:4], predict the reaction product. The product is: [CH2:3]([O:5][C:6](=[O:19])[C:7]1[CH:12]=[C:11]([N+:13]([O-:15])=[O:14])[CH:10]=[C:9]([C:16]([NH:2][CH3:1])=[O:17])[CH:8]=1)[CH3:4].